From a dataset of Catalyst prediction with 721,799 reactions and 888 catalyst types from USPTO. Predict which catalyst facilitates the given reaction. (1) Reactant: [C:1]([O:5][CH:6]([O:10][C:11]([NH:13][CH2:14][C:15]1([CH2:21][C:22]([O:24]CC2C=CC=CC=2)=[O:23])[CH2:20][CH2:19][CH2:18][CH2:17][CH2:16]1)=[O:12])[CH2:7][CH2:8][CH3:9])(=[O:4])[CH2:2][CH3:3]. Product: [C:1]([O:5][CH:6]([O:10][C:11]([NH:13][CH2:14][C:15]1([CH2:21][C:22]([OH:24])=[O:23])[CH2:20][CH2:19][CH2:18][CH2:17][CH2:16]1)=[O:12])[CH2:7][CH2:8][CH3:9])(=[O:4])[CH2:2][CH3:3]. The catalyst class is: 29. (2) Reactant: Br[C:2]1[CH:3]=[C:4]2[C:10]([C@@H:11]([C:13]3[C:18]([O:19][CH:20]([F:22])[F:21])=[CH:17][CH:16]=[C:15]([F:23])[C:14]=3[Cl:24])[CH3:12])=[CH:9][N:8](C(OC(C)(C)C)=O)[C:5]2=[N:6][CH:7]=1.[CH3:32][C:33]1[N:37]([C@H:38]2[CH2:43][CH2:42][C@H:41]([OH:44])[CH2:40][CH2:39]2)[N:36]=[CH:35][C:34]=1B1OC(C)(C)C(C)(C)O1.C([O-])([O-])=O.[K+].[K+].O.[ClH:61].CCOCC. Product: [Cl:24][C:14]1[C:15]([F:23])=[CH:16][CH:17]=[C:18]([O:19][CH:20]([F:21])[F:22])[C:13]=1[C@H:11]([C:10]1[C:4]2[C:5](=[N:6][CH:7]=[C:2]([C:34]3[CH:35]=[N:36][N:37]([C@H:38]4[CH2:43][CH2:42][C@H:41]([OH:44])[CH2:40][CH2:39]4)[C:33]=3[CH3:32])[CH:3]=2)[NH:8][CH:9]=1)[CH3:12].[ClH:61]. The catalyst class is: 203. (3) Reactant: C[O:2][C:3]1[CH:8]=[C:7]([O:9]C)[CH:6]=[CH:5][C:4]=1[N:11]1[CH:15]=[CH:14][C:13]([C:16]([O:18][CH3:19])=[O:17])=[N:12]1.B(Br)(Br)Br. Product: [OH:2][C:3]1[CH:8]=[C:7]([OH:9])[CH:6]=[CH:5][C:4]=1[N:11]1[CH:15]=[CH:14][C:13]([C:16]([O:18][CH3:19])=[O:17])=[N:12]1. The catalyst class is: 2. (4) Reactant: Cl[C:2]1[CH:7]=[CH:6][C:5]([S:8]([CH:11]([C:21]2[CH:26]=[C:25]([F:27])[CH:24]=[CH:23][C:22]=2[F:28])[C:12]2[N:17]=[CH:16][C:15]([C:18](O)=O)=[CH:14][CH:13]=2)(=[O:10])=[O:9])=[CH:4][CH:3]=1.S(Cl)(Cl)=[O:30].[NH3:33].[ClH:34]. Product: [Cl:34][C:2]1[CH:7]=[CH:6][C:5]([S:8]([CH:11]([C:21]2[CH:26]=[C:25]([F:27])[CH:24]=[CH:23][C:22]=2[F:28])[C:12]2[CH:13]=[CH:14][C:15]([C:16]([NH2:17])=[O:30])=[CH:18][N:33]=2)(=[O:10])=[O:9])=[CH:4][CH:3]=1. The catalyst class is: 204. (5) Reactant: FC(F)(F)C(O)=O.[NH2:8][C@@H:9]([C@@H:16]([CH3:19])[CH2:17][CH3:18])/[CH:10]=[CH:11]/[C:12]([O:14][CH3:15])=[O:13].[C:20]([O:24][C:25]([NH:27][C@H:28]([C:30](O)=[O:31])[CH3:29])=[O:26])([CH3:23])([CH3:22])[CH3:21].CCN=C=NCCCN(C)C.C1C=CC2N(O)N=NC=2C=1.CN1CCOCC1. Product: [CH3:22][C:20]([O:24][C:25]([NH:27][C@H:28]([C:30]([NH:8][C@@H:9]([C@@H:16]([CH3:19])[CH2:17][CH3:18])/[CH:10]=[CH:11]/[C:12]([O:14][CH3:15])=[O:13])=[O:31])[CH3:29])=[O:26])([CH3:21])[CH3:23]. The catalyst class is: 18. (6) Reactant: [CH2:1]([O:8][C@H:9]1[C@H:22]([OH:23])[C@@H:21]([CH2:24][O:25][CH2:26][C:27]2[CH:32]=[CH:31][CH:30]=[CH:29][CH:28]=2)[O:20][C@@H:11]([O:12][CH2:13][C:14]2[CH:19]=[CH:18][CH:17]=[CH:16][CH:15]=2)[C@@H:10]1[N:33]1C(=O)C2=CC=CC=[C:35]2[C:34]1=[O:43])[C:2]1[CH:7]=[CH:6][CH:5]=[CH:4][CH:3]=1.C(N)CN.C1(C)C=CC=CC=1.CCOC(C)=O. Product: [C:34]([NH:33][C@@H:10]1[C@@H:9]([O:8][CH2:1][C:2]2[CH:3]=[CH:4][CH:5]=[CH:6][CH:7]=2)[C@H:22]([OH:23])[C@@H:21]([CH2:24][O:25][CH2:26][C:27]2[CH:28]=[CH:29][CH:30]=[CH:31][CH:32]=2)[O:20][C@H:11]1[O:12][CH2:13][C:14]1[CH:15]=[CH:16][CH:17]=[CH:18][CH:19]=1)(=[O:43])[CH3:35]. The catalyst class is: 14. (7) Reactant: [Cl:1][C:2]1[CH:7]=[CH:6][C:5]([C:8]([F:15])([F:14])[C:9](OCC)=[O:10])=[CH:4][CH:3]=1.[BH4-].[Na+]. Product: [Cl:1][C:2]1[CH:3]=[CH:4][C:5]([C:8]([F:14])([F:15])[CH2:9][OH:10])=[CH:6][CH:7]=1. The catalyst class is: 14.